From a dataset of Reaction yield outcomes from USPTO patents with 853,638 reactions. Predict the reaction yield, written as a fraction of the theoretical maximum amount of product (1.0 means a 100% yield; for example, 0.34 means a 34% yield). The reactants are [F:1][C:2]1[CH:7]=[CH:6][C:5]([C:8]2([OH:30])[C:17](=O)[C:16]3[C:15]([C:19](OCC)=[O:20])=[CH:14][CH:13]=[CH:12][C:11]=3[NH:10][CH:9]2[C:24]2[N:25]([CH3:29])[CH:26]=[CH:27][N:28]=2)=[CH:4][CH:3]=1.O.[NH2:32][NH2:33]. The catalyst is CO. The product is [F:1][C:2]1[CH:3]=[CH:4][C:5]([C:8]2([OH:30])[C:17]3=[N:32][NH:33][C:19](=[O:20])[C:15]4[CH:14]=[CH:13][CH:12]=[C:11]([C:16]=43)[NH:10][CH:9]2[C:24]2[N:25]([CH3:29])[CH:26]=[CH:27][N:28]=2)=[CH:6][CH:7]=1. The yield is 0.800.